Dataset: Forward reaction prediction with 1.9M reactions from USPTO patents (1976-2016). Task: Predict the product of the given reaction. (1) Given the reactants [NH2:1][C:2]1[NH:6][N:5]=[CH:4][C:3]=1[C:7]([C:9]1[S:10][CH:11]=[CH:12][CH:13]=1)=[O:8].CN(C)[CH:16]=[CH:17][C:18]([C:20]1[CH:21]=[CH:22][C:23]([F:31])=[C:24]([N:26]([CH3:30])[C:27](=[O:29])[CH3:28])[CH:25]=1)=O.C(OCC)(=O)C, predict the reaction product. The product is: [F:31][C:23]1[CH:22]=[CH:21][C:20]([C:18]2[N:6]3[N:5]=[CH:4][C:3]([C:7]([C:9]4[S:10][CH:11]=[CH:12][CH:13]=4)=[O:8])=[C:2]3[N:1]=[CH:16][CH:17]=2)=[CH:25][C:24]=1[N:26]([CH3:30])[C:27](=[O:29])[CH3:28]. (2) Given the reactants [Cl-].[CH3:2][C:3]1[N:8]2[N:9]=[C:10]([CH2:12][P+](C3C=CC=CC=3)(C3C=CC=CC=3)C3C=CC=CC=3)[N:11]=[C:7]2[C:6]([CH3:32])=[N:5][CH:4]=1.[CH2:33]([N:35]1[C:39]([CH:40]=O)=[N:38][C:37]([N:42]2[CH2:46][CH2:45][CH2:44][CH2:43]2)=[N:36]1)[CH3:34].N12CCCN=C1CCCCC2, predict the reaction product. The product is: [CH2:33]([N:35]1[C:39]([CH:40]=[CH:12][C:10]2[N:11]=[C:7]3[C:6]([CH3:32])=[N:5][CH:4]=[C:3]([CH3:2])[N:8]3[N:9]=2)=[N:38][C:37]([N:42]2[CH2:46][CH2:45][CH2:44][CH2:43]2)=[N:36]1)[CH3:34]. (3) The product is: [OH:1][CH:2]([C:19]1[CH:28]=[CH:27][C:26]2[C:21](=[CH:22][CH:23]=[CH:24][CH:25]=2)[CH:20]=1)[C:3]1[CH:7]=[C:6]([C:8]2[CH:13]=[CH:12][N:11]=[CH:10][CH:9]=2)[S:5][C:4]=1[C:14]([OH:16])=[O:15]. Given the reactants [OH:1][CH:2]([C:19]1[CH:28]=[CH:27][C:26]2[C:21](=[CH:22][CH:23]=[CH:24][CH:25]=2)[CH:20]=1)[C:3]1[CH:7]=[C:6]([C:8]2[CH:13]=[CH:12][N:11]=[CH:10][CH:9]=2)[S:5][C:4]=1[C:14]([O:16]CC)=[O:15].O1CCCC1.CO.[OH-].[Na+], predict the reaction product. (4) Given the reactants Br[C:2]1[CH:3]=[N:4][C:5]2[C:10]([CH:11]=1)=[CH:9][C:8]([CH2:12][C:13]1[N:17]3[N:18]=[C:19]([CH3:22])[CH:20]=[CH:21][C:16]3=[N:15][N:14]=1)=[CH:7][CH:6]=2.[C:23]([O:27][C:28]([N:30]1[CH2:33][CH:32]([CH2:34][N:35]2[CH:39]=[C:38](C3OC(C)(C)C(C)(C)O3)[CH:37]=[N:36]2)[CH2:31]1)=[O:29])([CH3:26])([CH3:25])[CH3:24].C([O-])([O-])=O.[K+].[K+].O1CCOCC1, predict the reaction product. The product is: [C:23]([O:27][C:28]([N:30]1[CH2:31][CH:32]([CH2:34][N:35]2[CH:39]=[C:38]([C:2]3[CH:3]=[N:4][C:5]4[C:10]([CH:11]=3)=[CH:9][C:8]([CH2:12][C:13]3[N:17]5[N:18]=[C:19]([CH3:22])[CH:20]=[CH:21][C:16]5=[N:15][N:14]=3)=[CH:7][CH:6]=4)[CH:37]=[N:36]2)[CH2:33]1)=[O:29])([CH3:26])([CH3:24])[CH3:25]. (5) Given the reactants [C:1]([C:3]1[CH:4]=[CH:5][C:6]2[CH2:13][C@H:12]3[C@:14]4([CH2:18][N:17]([CH2:19][C:20]([F:23])([F:22])[F:21])[S:16](=[O:25])(=[O:24])[NH:15]4)[C@H:9]([CH2:10][CH2:11]3)[CH2:8][C:7]=2[CH:26]=1)#[CH:2].[F:27][C:28]1[CH:33]=[CH:32][C:31]([N:34]=[N+:35]=[N-:36])=[CH:30][CH:29]=1, predict the reaction product. The product is: [F:27][C:28]1[CH:33]=[CH:32][C:31]([N:34]2[CH:2]=[C:1]([C:3]3[CH:4]=[CH:5][C:6]4[CH2:13][C@H:12]5[C@:14]6([CH2:18][N:17]([CH2:19][C:20]([F:21])([F:22])[F:23])[S:16](=[O:25])(=[O:24])[NH:15]6)[C@H:9]([CH2:10][CH2:11]5)[CH2:8][C:7]=4[CH:26]=3)[N:36]=[N:35]2)=[CH:30][CH:29]=1. (6) Given the reactants [C:1]([CH2:4][C:5]1[CH:10]=[C:9]([F:11])[CH:8]=[CH:7][C:6]=1[S:12]([NH:15][C:16]1[C:25]([C:26]([O:28][CH3:29])=[O:27])=[C:24]2[C:19]([CH:20]3[CH2:30][CH:21]3[CH2:22][O:23]2)=[CH:18][CH:17]=1)(=[O:14])=[O:13])(O)=[O:2].CCN=C=[N:35][CH2:36][CH2:37][CH2:38][N:39]([CH3:41])[CH3:40].[CH2:42](N(CC)CC)C, predict the reaction product. The product is: [CH2:41]([N:39]1[CH2:38][CH2:37][C@H:36]([NH:35][C:1]([CH2:4][C:5]2[CH:10]=[C:9]([F:11])[CH:8]=[CH:7][C:6]=2[S:12]([NH:15][C:16]2[C:25]([C:26]([O:28][CH3:29])=[O:27])=[C:24]3[C:19]([CH:20]4[CH2:30][CH:21]4[CH2:22][O:23]3)=[CH:18][CH:17]=2)(=[O:13])=[O:14])=[O:2])[CH2:40]1)[CH3:42]. (7) The product is: [C:14]1([N:20]2[C:24]3([CH2:25][CH2:26][N:27]([CH2:8][C:7]4[CH:10]=[CH:11][CH:12]=[CH:13][C:6]=4[C:2]4[S:1][CH:5]=[CH:4][N:3]=4)[CH2:28][CH2:29]3)[C:23](=[O:30])[NH:22][CH2:21]2)[CH:15]=[CH:16][CH:17]=[CH:18][CH:19]=1. Given the reactants [S:1]1[CH:5]=[CH:4][N:3]=[C:2]1[C:6]1[CH:13]=[CH:12][CH:11]=[CH:10][C:7]=1[CH:8]=O.[C:14]1([N:20]2[C:24]3([CH2:29][CH2:28][NH:27][CH2:26][CH2:25]3)[C:23](=[O:30])[NH:22][CH2:21]2)[CH:19]=[CH:18][CH:17]=[CH:16][CH:15]=1.C(O[BH-](OC(=O)C)OC(=O)C)(=O)C.[Na+], predict the reaction product. (8) Given the reactants [C:1]([O:5][C:6](=[O:12])[NH:7][C@H:8]([CH3:11])[CH2:9][OH:10])([CH3:4])([CH3:3])[CH3:2].C(N(CC)C(C)C)(C)C.[CH3:22][S:23](Cl)(=[O:25])=[O:24].[Cl-].[NH4+], predict the reaction product. The product is: [C:1]([O:5][C:6]([NH:7][C@H:8]([CH3:11])[CH2:9][O:10][S:23]([CH3:22])(=[O:25])=[O:24])=[O:12])([CH3:4])([CH3:2])[CH3:3].